From a dataset of Forward reaction prediction with 1.9M reactions from USPTO patents (1976-2016). Predict the product of the given reaction. (1) Given the reactants [N+:1]([C:4]1[CH:5]=[CH:6][C:7]([C:18]([F:24])([F:23])[C:19]([F:22])([F:21])[F:20])=[C:8]([CH:17]=1)[O:9][CH2:10][CH:11]1[CH2:16][CH2:15][NH:14][CH2:13][CH2:12]1)([O-:3])=[O:2].[CH3:25][C:26]([CH3:28])=O.[BH-](OC(C)=O)(OC(C)=O)OC(C)=O.[Na+].C(O)(=O)C, predict the reaction product. The product is: [CH:26]([N:14]1[CH2:15][CH2:16][CH:11]([CH2:10][O:9][C:8]2[CH:17]=[C:4]([N+:1]([O-:3])=[O:2])[CH:5]=[CH:6][C:7]=2[C:18]([F:24])([F:23])[C:19]([F:20])([F:21])[F:22])[CH2:12][CH2:13]1)([CH3:28])[CH3:25]. (2) Given the reactants N#N.[C:3]([SiH2:7][O:8][C:9]([CH3:25])([CH3:24])[C:10]1[O:11][CH:12]=[C:13]([CH2:15][N:16]2[N:20]=[C:19]([N+:21]([O-])=O)[CH:18]=[N:17]2)[N:14]=1)([CH3:6])([CH3:5])[CH3:4].[NH4+].[Cl-], predict the reaction product. The product is: [C:3]([SiH2:7][O:8][C:9]([CH3:25])([CH3:24])[C:10]1[O:11][CH:12]=[C:13]([CH2:15][N:16]2[N:20]=[C:19]([NH2:21])[CH:18]=[N:17]2)[N:14]=1)([CH3:6])([CH3:4])[CH3:5]. (3) Given the reactants [Cl:1][C:2]1[CH:7]=[CH:6][C:5]([O:8][C:9]2[CH:27]=[CH:26][C:12]([O:13][CH2:14][C@@H:15]3[CH2:19][CH2:18][CH2:17][N:16]3[CH2:20][CH2:21][CH2:22][C:23]([OH:25])=[O:24])=[CH:11][CH:10]=2)=[CH:4][CH:3]=1.[C:28]1([S:34]([OH:37])(=[O:36])=[O:35])[CH:33]=[CH:32][CH:31]=[CH:30][CH:29]=1, predict the reaction product. The product is: [C:28]1([S:34]([OH:37])(=[O:36])=[O:35])[CH:33]=[CH:32][CH:31]=[CH:30][CH:29]=1.[Cl:1][C:2]1[CH:3]=[CH:4][C:5]([O:8][C:9]2[CH:27]=[CH:26][C:12]([O:13][CH2:14][C@@H:15]3[CH2:19][CH2:18][CH2:17][N:16]3[CH2:20][CH2:21][CH2:22][C:23]([OH:25])=[O:24])=[CH:11][CH:10]=2)=[CH:6][CH:7]=1. (4) Given the reactants [NH2:1][C:2]1[C:3]([N:9]2[CH2:14][CH2:13][CH:12]([OH:15])[CH2:11][CH2:10]2)=[N:4][C:5](Br)=[CH:6][N:7]=1.[N:16]1[CH:21]=[CH:20][C:19](B(O)O)=[CH:18][CH:17]=1, predict the reaction product. The product is: [NH2:1][C:2]1[C:3]([N:9]2[CH2:14][CH2:13][CH:12]([OH:15])[CH2:11][CH2:10]2)=[N:4][C:5]([C:19]2[CH:20]=[CH:21][N:16]=[CH:17][CH:18]=2)=[CH:6][N:7]=1. (5) Given the reactants C1(CCCC2C=C[N+]([O-:16])=CC=2)C=CC=CC=1.Cl[O-].[Na+].[Br:20][C:21]1[CH:29]=[C:28]2[C:24]([CH:25]=[CH:26][CH2:27]2)=[CH:23][CH:22]=1, predict the reaction product. The product is: [Br:20][C:21]1[CH:22]=[CH:23][C:24]2[CH:25]3[O:16][CH:26]3[CH2:27][C:28]=2[CH:29]=1. (6) Given the reactants [Br:1][C:2]1[N:7]=[C:6](I)[C:5]([NH2:9])=[CH:4][CH:3]=1.CCO.C([O-])([O-])=O.[Na+].[Na+].[CH3:19][C:20]1([CH3:29])[CH2:25][CH2:24][C:23](B(O)O)=[CH:22][CH2:21]1, predict the reaction product. The product is: [Br:1][C:2]1[N:7]=[C:6]([C:23]2[CH2:24][CH2:25][C:20]([CH3:29])([CH3:19])[CH2:21][CH:22]=2)[C:5]([NH2:9])=[CH:4][CH:3]=1. (7) Given the reactants [CH2:1]1[C:10]2[C:5](=[CH:6][C:7]([C:11]([O:13]C)=[O:12])=[CH:8][CH:9]=2)[CH2:4][CH2:3][N:2]1[C:15]([O:17][C:18]([CH3:21])([CH3:20])[CH3:19])=[O:16].[OH-].[Na+], predict the reaction product. The product is: [CH3:21][C:18]([O:17][C:15]([N:2]1[CH2:3][CH2:4][C:5]2[C:10](=[CH:9][CH:8]=[C:7]([C:11]([OH:13])=[O:12])[CH:6]=2)[CH2:1]1)=[O:16])([CH3:19])[CH3:20].